Task: Predict the reactants needed to synthesize the given product.. Dataset: Full USPTO retrosynthesis dataset with 1.9M reactions from patents (1976-2016) (1) Given the product [CH3:1][C:2]1([CH3:28])[N:6]([CH2:7][C:8]2[CH:13]=[CH:12][N:11]=[C:10]([N:35]3[CH2:40][CH2:39][O:38][CH2:37][CH2:36]3)[CH:9]=2)[C:5](=[O:15])[N:4]([C:16]2[CH:21]=[CH:20][C:19]([O:22][C:23]([F:26])([F:25])[F:24])=[CH:18][CH:17]=2)[C:3]1=[O:27], predict the reactants needed to synthesize it. The reactants are: [CH3:1][C:2]1([CH3:28])[N:6]([CH2:7][C:8]2[CH:13]=[CH:12][N:11]=[C:10](Cl)[CH:9]=2)[C:5](=[O:15])[N:4]([C:16]2[CH:21]=[CH:20][C:19]([O:22][C:23]([F:26])([F:25])[F:24])=[CH:18][CH:17]=2)[C:3]1=[O:27].C(=O)([O-])[O-].[K+].[K+].[NH:35]1[CH2:40][CH2:39][O:38][CH2:37][CH2:36]1. (2) Given the product [CH3:1][O:2][C:3]1[C:4]([NH:14][C:15]([N:30]2[CH2:31][CH2:32][N:27]([C:23]3[CH:24]=[CH:25][CH:26]=[C:21]([CH3:20])[CH:22]=3)[CH2:28][CH2:29]2)=[O:19])=[N:5][C:6]2[C:11]([N:12]=1)=[CH:10][C:9]([CH3:13])=[CH:8][CH:7]=2, predict the reactants needed to synthesize it. The reactants are: [CH3:1][O:2][C:3]1[C:4]([NH:14][C:15](=[O:19])OCC)=[N:5][C:6]2[C:11]([N:12]=1)=[CH:10][C:9]([CH3:13])=[CH:8][CH:7]=2.[CH3:20][C:21]1[CH:22]=[C:23]([N:27]2[CH2:32][CH2:31][NH:30][CH2:29][CH2:28]2)[CH:24]=[CH:25][CH:26]=1. (3) Given the product [CH2:20]1[CH2:25][CH2:24][CH2:23][CH:22]([CH2:26][CH2:27][CH2:28][O:17][C:16]([C@@H:11]2[CH2:12][S:13][CH2:14][CH2:15][N:10]2[S:7]([C:4]2[CH:3]=[CH:2][C:1]([CH3:19])=[CH:6][CH:5]=2)(=[O:9])=[O:8])=[O:18])[CH2:21]1, predict the reactants needed to synthesize it. The reactants are: [C:1]1([CH3:19])[CH:6]=[CH:5][C:4]([S:7]([N:10]2[CH2:15][CH2:14][S:13][CH2:12][C@H:11]2[C:16]([OH:18])=[O:17])(=[O:9])=[O:8])=[CH:3][CH:2]=1.[CH2:20]1[CH2:25][CH2:24][CH2:23][CH:22]([CH:26](O)[CH2:27][CH3:28])[CH2:21]1.C1CCC(N=C=NC2CCCCC2)CC1.